Dataset: Full USPTO retrosynthesis dataset with 1.9M reactions from patents (1976-2016). Task: Predict the reactants needed to synthesize the given product. (1) Given the product [CH2:1]([O:8][C:9]1[CH:16]=[CH:15][C:12]([CH2:13][NH2:31])=[CH:11][CH:10]=1)[C:2]1[CH:7]=[CH:6][CH:5]=[CH:4][CH:3]=1, predict the reactants needed to synthesize it. The reactants are: [CH2:1]([O:8][C:9]1[CH:16]=[CH:15][C:12]([CH2:13]O)=[CH:11][CH:10]=1)[C:2]1[CH:7]=[CH:6][CH:5]=[CH:4][CH:3]=1.C1(P([N:31]=[N+]=[N-])(C2C=CC=CC=2)=O)C=CC=CC=1.N12CCCN=C1CCCCC2. (2) Given the product [F:1][C:2]1[CH:7]=[C:6]([B:8]2[O:12][C:11]([CH3:13])([CH3:14])[C:10]([CH3:16])([CH3:15])[O:9]2)[CH:5]=[CH:4][C:3]=1[O:17][CH2:19][C:20]1[CH:25]=[CH:24][CH:23]=[CH:22][N:21]=1, predict the reactants needed to synthesize it. The reactants are: [F:1][C:2]1[CH:7]=[C:6]([B:8]2[O:12][C:11]([CH3:14])([CH3:13])[C:10]([CH3:16])([CH3:15])[O:9]2)[CH:5]=[CH:4][C:3]=1[OH:17].Cl[CH2:19][C:20]1[CH:25]=[CH:24][CH:23]=[CH:22][N:21]=1.C([O-])([O-])=O.[K+].[K+]. (3) Given the product [F:12][C:13]([F:24])([F:23])[C:14]1[CH:19]=[CH:18][C:17]([C:2]2[CH:10]=[C:9]3[C:5]([CH:6]=[CH:7][N:8]3[CH3:11])=[CH:4][CH:3]=2)=[CH:16][CH:15]=1, predict the reactants needed to synthesize it. The reactants are: Br[C:2]1[CH:10]=[C:9]2[C:5]([CH:6]=[CH:7][N:8]2[CH3:11])=[CH:4][CH:3]=1.[F:12][C:13]([F:24])([F:23])[C:14]1[CH:19]=[CH:18][C:17](B(O)O)=[CH:16][CH:15]=1.[Na].C(=O)([O-])[O-]. (4) Given the product [Cl:44][C:41]1[S:40][C:39]([C:37]2[O:36][N:35]=[C:34]([CH2:33][N:26]3[C:25]4[CH:45]=[CH:46][C:22]([C:20]([OH:19])=[O:21])=[CH:23][C:24]=4[N:28]=[C:27]3[C:29](=[O:14])[NH:12][CH:9]3[CH2:10][CH2:11][N:6]([CH:3]4[CH2:5][CH2:4]4)[CH2:7][CH2:8]3)[CH:38]=2)=[CH:43][CH:42]=1, predict the reactants needed to synthesize it. The reactants are: Cl.Cl.[CH:3]1([N:6]2[CH2:11][CH2:10][CH:9]([NH2:12])[CH2:8][CH2:7]2)[CH2:5][CH2:4]1.C([O-])(O)=[O:14].[Na+].C[O:19][C:20]([C:22]1[CH:46]=[CH:45][C:25]2[N:26]([CH2:33][C:34]3[CH:38]=[C:37]([C:39]4[S:40][C:41]([Cl:44])=[CH:42][CH:43]=4)[O:36][N:35]=3)[C:27]([C:29](Cl)(Cl)Cl)=[N:28][C:24]=2[CH:23]=1)=[O:21]. (5) The reactants are: [OH:1][C:2]1[C:3]([CH3:18])=[C:4]2[C:9](=[C:10]([CH3:13])[C:11]=1[CH3:12])[O:8][C:7]([CH3:17])([C:14]([OH:16])=O)[CH2:6][CH2:5]2.C1N=CN(C(N2C=NC=C2)=O)C=1.C[NH:32][CH2:33][CH2:34][C:35]1[CH:40]=[CH:39][CH:38]=[CH:37][N:36]=1. Given the product [OH:1][C:2]1[C:3]([CH3:18])=[C:4]2[C:9](=[C:10]([CH3:13])[C:11]=1[CH3:12])[O:8][C:7]([CH3:17])([C:14]([NH:32][CH2:33][CH2:34][C:35]1[CH:40]=[CH:39][CH:38]=[CH:37][N:36]=1)=[O:16])[CH2:6][CH2:5]2, predict the reactants needed to synthesize it. (6) Given the product [Br:10][C:11]1[C:12]2[NH:22][C:6]([C:5]3[CH:4]=[N:3][C:2]([F:1])=[CH:9][CH:8]=3)=[N:21][C:13]=2[CH:14]=[C:15]([C:17]([F:18])([F:19])[F:20])[CH:16]=1, predict the reactants needed to synthesize it. The reactants are: [F:1][C:2]1[CH:9]=[CH:8][C:5]([CH:6]=O)=[CH:4][N:3]=1.[Br:10][C:11]1[CH:16]=[C:15]([C:17]([F:20])([F:19])[F:18])[CH:14]=[C:13]([NH2:21])[C:12]=1[NH2:22].S([O-])(O[O-])(=O)=O.[K+].[K+]. (7) Given the product [Br:1][C:2]1[CH:3]=[CH:4][C:5]([S:8]([C:11]2[CH:12]=[CH:13][C:14]([NH:17][C:18]([NH:20][C:21]3[CH:26]=[CH:25][CH:24]=[C:23]([C:27]([N:41]4[CH2:46][CH2:45][CH:44]([OH:47])[CH2:43][CH2:42]4)=[NH:28])[CH:22]=3)=[O:19])=[CH:15][CH:16]=2)(=[O:10])=[O:9])=[CH:6][CH:7]=1, predict the reactants needed to synthesize it. The reactants are: [Br:1][C:2]1[CH:7]=[CH:6][C:5]([S:8]([C:11]2[CH:16]=[CH:15][C:14]([NH:17][C:18]([NH:20][C:21]3[CH:26]=[CH:25][CH:24]=[C:23]([C:27]#[N:28])[CH:22]=3)=[O:19])=[CH:13][CH:12]=2)(=[O:10])=[O:9])=[CH:4][CH:3]=1.C(C1C=C(NC(=O)N)C=CC=1)#N.[NH:41]1[CH2:46][CH2:45][CH:44]([OH:47])[CH2:43][CH2:42]1. (8) Given the product [O:8]=[C:5]1[N:4]([CH2:9][C:10]([OH:12])=[O:11])[N:3]=[CH:2][CH:7]=[CH:6]1, predict the reactants needed to synthesize it. The reactants are: Cl[C:2]1[CH:7]=[CH:6][C:5](=[O:8])[N:4]([CH2:9][C:10]([OH:12])=[O:11])[N:3]=1. (9) Given the product [C:47]1([NH:53][CH2:54][C@H:55]2[CH2:59][CH2:58][CH2:57][N:56]2[C:29]2[N:34]=[CH:33][N:32]=[C:31]([NH:35][C:36]3[CH:37]=[C:38]([CH2:42][S:43]([NH2:46])(=[O:45])=[O:44])[CH:39]=[CH:40][CH:41]=3)[N:30]=2)[CH:48]=[CH:49][CH:50]=[CH:51][CH:52]=1, predict the reactants needed to synthesize it. The reactants are: COCC1CCCCN1C1N=CN=C(NC2C=C(CS(N)(=O)=O)C=CC=2)N=1.Cl[C:29]1[N:34]=[CH:33][N:32]=[C:31]([NH:35][C:36]2[CH:37]=[C:38]([CH2:42][S:43]([NH2:46])(=[O:45])=[O:44])[CH:39]=[CH:40][CH:41]=2)[N:30]=1.[C:47]1([NH:53][CH2:54][C@H:55]2[CH2:59][CH2:58][CH2:57][NH:56]2)[CH:52]=[CH:51][CH:50]=[CH:49][CH:48]=1. (10) Given the product [OH:8][C:9]1[CH:10]=[CH:11][C:12]([CH2:15][C:16]([CH3:29])([O:22][C:23]2[CH:24]=[CH:25][CH:26]=[CH:27][CH:28]=2)[C:17]([O:19][CH2:20][CH3:21])=[O:18])=[CH:13][CH:14]=1, predict the reactants needed to synthesize it. The reactants are: C([O:8][C:9]1[CH:14]=[CH:13][C:12]([CH2:15][C:16]([CH3:29])([O:22][C:23]2[CH:28]=[CH:27][CH:26]=[CH:25][CH:24]=2)[C:17]([O:19][CH2:20][CH3:21])=[O:18])=[CH:11][CH:10]=1)C1C=CC=CC=1.